This data is from Catalyst prediction with 721,799 reactions and 888 catalyst types from USPTO. The task is: Predict which catalyst facilitates the given reaction. (1) Reactant: [C:1]([C:5]1[CH:10]=[CH:9][CH:8]=[C:7]([CH2:11][CH3:12])[CH:6]=1)([CH3:4])([CH3:3])[CH3:2].S([O-])([O-])(=O)=[O:14].[Ce+3].S([O-])([O-])(=O)=O.S([O-])([O-])(=O)=O.[Ce+3].Br([O-])(=O)=O.[Ba+2].Br([O-])(=O)=O. Product: [C:1]([C:5]1[CH:6]=[C:7]([C:11](=[O:14])[CH3:12])[CH:8]=[CH:9][CH:10]=1)([CH3:4])([CH3:3])[CH3:2]. The catalyst class is: 47. (2) Reactant: [O:1]=[O+][O-].C(=[C:11]1[C:20]2[N:19]=[CH:18][CH:17]=[CH:16][C:15]=2[CH2:14][CH2:13][CH2:12]1)C1C=CC=CC=1.CSC. Product: [N:19]1[C:20]2[C:11](=[O:1])[CH2:12][CH2:13][CH2:14][C:15]=2[CH:16]=[CH:17][CH:18]=1. The catalyst class is: 5. (3) Reactant: [F:1][C:2]1[CH:3]=[C:4]([NH:10][CH:11]=[C:12]([C:18]([O:20]CC)=O)[C:13]([O:15][CH2:16][CH3:17])=[O:14])[CH:5]=[CH:6][C:7]=1[O:8][CH3:9].C1CCCCC1. Product: [F:1][C:2]1[CH:3]=[C:4]2[C:5]([C:18]([OH:20])=[C:12]([C:13]([O:15][CH2:16][CH3:17])=[O:14])[CH:11]=[N:10]2)=[CH:6][C:7]=1[O:8][CH3:9]. The catalyst class is: 400. (4) Reactant: C[O-].[Na+].[Na].[C:5]([C:7]1[C:12]([F:13])=[CH:11][CH:10]=[CH:9][N:8]=1)#[N:6].[Cl-:14].[NH4+:15].C(O)(=O)C. The catalyst class is: 5. Product: [ClH:14].[C:5]([C:7]1[C:12]([F:13])=[CH:11][CH:10]=[CH:9][N:8]=1)(=[NH:15])[NH2:6]. (5) Reactant: Cl.C(OCC)(=O)C.[CH3:8][S:9]([C:12]1[CH:13]=[C:14]2[C:18](=[CH:19][CH:20]=1)[N:17]([C:21]1[N:26]=[CH:25][N:24]=[C:23]([O:27][CH:28]3[CH2:33][CH2:32][N:31](C(OC(C)(C)C)=O)[CH2:30][CH2:29]3)[CH:22]=1)[CH2:16][CH2:15]2)(=[O:11])=[O:10]. Product: [CH3:8][S:9]([C:12]1[CH:13]=[C:14]2[C:18](=[CH:19][CH:20]=1)[N:17]([C:21]1[CH:22]=[C:23]([O:27][CH:28]3[CH2:33][CH2:32][NH:31][CH2:30][CH2:29]3)[N:24]=[CH:25][N:26]=1)[CH2:16][CH2:15]2)(=[O:11])=[O:10]. The catalyst class is: 13.